This data is from Forward reaction prediction with 1.9M reactions from USPTO patents (1976-2016). The task is: Predict the product of the given reaction. (1) Given the reactants [Cl:1][C:2]1[CH:3]=[C:4]([C@H:9]2[C@H:14]([N:15]([CH3:30])[C:16]([C:18]3[CH:23]=[CH:22][C:21]([N:24]4[CH2:29][CH2:28][O:27][CH2:26][CH2:25]4)=[CH:20][CH:19]=3)=[O:17])[CH2:13][CH2:12][N:11]([C:31]([CH:33]3[CH2:38][CH2:37][N:36](C(OC(C)(C)C)=O)[CH2:35][CH2:34]3)=[O:32])[CH2:10]2)[CH:5]=[CH:6][C:7]=1[Cl:8], predict the reaction product. The product is: [ClH:1].[Cl:1][C:2]1[CH:3]=[C:4]([C@H:9]2[C@H:14]([N:15]([CH3:30])[C:16](=[O:17])[C:18]3[CH:19]=[CH:20][C:21]([N:24]4[CH2:29][CH2:28][O:27][CH2:26][CH2:25]4)=[CH:22][CH:23]=3)[CH2:13][CH2:12][N:11]([C:31]([CH:33]3[CH2:38][CH2:37][NH:36][CH2:35][CH2:34]3)=[O:32])[CH2:10]2)[CH:5]=[CH:6][C:7]=1[Cl:8]. (2) The product is: [CH2:1]([O:4][C:5](=[O:40])[C@H:6]([CH2:7][C:8]1[CH:9]=[CH:10][C:11]([O:12][C:13](=[O:14])[NH:15][CH2:16][CH2:17][C@H:18]([NH:22][C:23]([O:25][C:26]([CH3:29])([CH3:28])[CH3:27])=[O:24])[C:19](=[O:20])[NH:55][CH2:54][CH2:53][O:52][CH2:51][CH2:50][O:49][CH2:48][CH2:47][O:46][CH2:45][CH2:44][N:41]=[N+:42]=[N-:43])=[CH:30][CH:31]=1)[NH:32][C:33]([O:35][C:36]([CH3:39])([CH3:37])[CH3:38])=[O:34])[CH:2]=[CH2:3]. Given the reactants [CH2:1]([O:4][C:5](=[O:40])[C@@H:6]([NH:32][C:33]([O:35][C:36]([CH3:39])([CH3:38])[CH3:37])=[O:34])[CH2:7][C:8]1[CH:31]=[CH:30][C:11]([O:12][C:13]([NH:15][CH2:16][CH2:17][C@H:18]([NH:22][C:23]([O:25][C:26]([CH3:29])([CH3:28])[CH3:27])=[O:24])[C:19](O)=[O:20])=[O:14])=[CH:10][CH:9]=1)[CH:2]=[CH2:3].[N:41]([CH2:44][CH2:45][O:46][CH2:47][CH2:48][O:49][CH2:50][CH2:51][O:52][CH2:53][CH2:54][NH2:55])=[N+:42]=[N-:43].C(N(CC)C(C)C)(C)C.CN(C(ON1N=NC2C=CC=NC1=2)=[N+](C)C)C.F[P-](F)(F)(F)(F)F, predict the reaction product. (3) Given the reactants [CH3:1][N:2]1[C:10]([CH2:11][CH:12]2[CH2:15][N:14](C(OC(C)(C)C)=O)[CH2:13]2)=[N:9][C:8]2[C:3]1=[N:4][C:5]([N:29]1[C:33]3[CH:34]=[CH:35][CH:36]=[CH:37][C:32]=3[N:31]=[C:30]1[CH2:38][CH3:39])=[N:6][C:7]=2[N:23]1[CH2:28][CH2:27][O:26][CH2:25][CH2:24]1.FC(F)(F)C(O)=O, predict the reaction product. The product is: [NH:14]1[CH2:13][CH:12]([CH2:11][C:10]2[N:2]([CH3:1])[C:3]3[C:8]([N:9]=2)=[C:7]([N:23]2[CH2:28][CH2:27][O:26][CH2:25][CH2:24]2)[N:6]=[C:5]([N:29]2[C:33]4[CH:34]=[CH:35][CH:36]=[CH:37][C:32]=4[N:31]=[C:30]2[CH2:38][CH3:39])[N:4]=3)[CH2:15]1. (4) The product is: [Cl:8][C:5]1[N:4]=[C:3]([O:9][CH3:10])[C:2]([C:13]2[CH:12]=[N:11][CH:16]=[CH:15][CH:14]=2)=[CH:7][N:6]=1. Given the reactants Br[C:2]1[C:3]([O:9][CH3:10])=[N:4][C:5]([Cl:8])=[N:6][CH:7]=1.[N:11]1[CH:16]=[CH:15][CH:14]=[C:13](B(O)O)[CH:12]=1.C(=O)([O-])[O-].[K+].[K+].ClCCl, predict the reaction product. (5) Given the reactants [F:1][C:2]([F:16])([F:15])[C:3]1[CH:4]=[C:5]([NH2:14])[C:6]([NH2:13])=[CH:7][C:8]=1[C:9]([F:12])([F:11])[F:10].C([O:21][C:22](=O)[CH2:23][C:24]([C:26]1[CH:31]=[CH:30][CH:29]=[C:28]([C:32]2[CH:37]=[CH:36][N:35]=[C:34]([CH3:38])[CH:33]=2)[CH:27]=1)=O)(C)(C)C.C(O)(C(F)(F)F)=O, predict the reaction product. The product is: [CH3:38][C:34]1[CH:33]=[C:32]([C:28]2[CH:27]=[C:26]([C:24]3[CH2:23][C:22](=[O:21])[NH:13][C:6]4[CH:7]=[C:8]([C:9]([F:12])([F:11])[F:10])[C:3]([C:2]([F:15])([F:16])[F:1])=[CH:4][C:5]=4[N:14]=3)[CH:31]=[CH:30][CH:29]=2)[CH:37]=[CH:36][N:35]=1. (6) Given the reactants [Br:1][C:2]1[CH:7]=[CH:6][CH:5]=[C:4]([F:8])[C:3]=1[O:9][CH3:10].[C:11](=[O:13])=[O:12].Cl, predict the reaction product. The product is: [Br:1][C:2]1[CH:7]=[CH:6][C:5]([C:11]([OH:13])=[O:12])=[C:4]([F:8])[C:3]=1[O:9][CH3:10]. (7) Given the reactants Cl[C:2]1[NH:6][C:5]2[CH:7]=[CH:8][CH:9]=[CH:10][C:4]=2[N:3]=1.[NH:11]1[CH2:15][CH2:14][CH2:13][CH2:12]1, predict the reaction product. The product is: [N:11]1([C:2]2[NH:6][C:5]3[CH:7]=[CH:8][CH:9]=[CH:10][C:4]=3[N:3]=2)[CH2:15][CH2:14][CH2:13][CH2:12]1. (8) The product is: [O:1]1[CH:5]=[CH:4][CH:3]=[C:2]1[C:6]1[O:7][C:8]([CH3:24])=[C:9]([CH2:11][O:12][C:13]2[CH:18]=[CH:17][C:16]([CH2:19][C:20]([O:25][CH:26]([C:33](=[O:40])[C:34]3[CH:35]=[CH:36][CH:37]=[CH:38][CH:39]=3)[CH2:27][CH2:28][C:29]([O:31][CH3:32])=[O:30])=[O:21])=[CH:15][CH:14]=2)[N:10]=1. Given the reactants [O:1]1[CH:5]=[CH:4][CH:3]=[C:2]1[C:6]1[O:7][C:8]([CH3:24])=[C:9]([CH2:11][O:12][C:13]2[CH:18]=[CH:17][C:16]([CH2:19][C:20](OC)=[O:21])=[CH:15][CH:14]=2)[N:10]=1.[OH:25][CH:26]([C:33](=[O:40])[C:34]1[CH:39]=[CH:38][CH:37]=[CH:36][CH:35]=1)[CH2:27][CH2:28][C:29]([O:31][CH3:32])=[O:30].CCN=C=NCCCN(C)C.Cl, predict the reaction product. (9) Given the reactants [F:1][C:2]1[CH:3]=[C:4]([NH:45][S:46]([CH3:49])(=[O:48])=[O:47])[CH:5]=[C:6]([C:8]2[C:16]3[C:15]([NH:17][C@H:18]([C:20]4[N:25]([C:26]5[CH:31]=[CH:30][CH:29]=[CH:28][CH:27]=5)[C:24](=[O:32])[C:23]5=[C:33]([CH3:36])[CH:34]=[CH:35][N:22]5[N:21]=4)[CH3:19])=[N:14][CH:13]=[N:12][C:11]=3[N:10](COCC[Si](C)(C)C)[CH:9]=2)[CH:7]=1.FC(F)(F)C(O)=O.N, predict the reaction product. The product is: [F:1][C:2]1[CH:3]=[C:4]([NH:45][S:46]([CH3:49])(=[O:48])=[O:47])[CH:5]=[C:6]([C:8]2[C:16]3[C:15]([NH:17][C@H:18]([C:20]4[N:25]([C:26]5[CH:31]=[CH:30][CH:29]=[CH:28][CH:27]=5)[C:24](=[O:32])[C:23]5=[C:33]([CH3:36])[CH:34]=[CH:35][N:22]5[N:21]=4)[CH3:19])=[N:14][CH:13]=[N:12][C:11]=3[NH:10][CH:9]=2)[CH:7]=1.